This data is from Reaction yield outcomes from USPTO patents with 853,638 reactions. The task is: Predict the reaction yield, written as a fraction of the theoretical maximum amount of product (1.0 means a 100% yield; for example, 0.34 means a 34% yield). (1) The reactants are S(=O)(=O)(O)O.[F:6][C:7]1[N:12]=[C:11]([C:13]#[N:14])[C:10]([OH:15])=[N:9][CH:8]=1.[OH-:16].[Na+]. The catalyst is O. The product is [F:6][C:7]1[N:12]=[C:11]([C:13]([NH2:14])=[O:16])[C:10]([OH:15])=[N:9][CH:8]=1. The yield is 0.923. (2) The reactants are Br[C:2]1[CH:7]=[CH:6][N:5]2[CH:8]=[CH:9][N:10]=[C:4]2[CH:3]=1.BrC1C=CN=C(N)C=1.[CH3:19][N:20]1[C:24](B2OC(C)(C)C(C)(C)O2)=[CH:23][CH:22]=[N:21]1.C(=O)([O-])[O-].[K+].[K+]. The catalyst is C(O)C.C1(C)C=CC=CC=1.O.[Pd].C(P(C(C)(C)C)C(C)(C)C)(C)(C)C.C(P(C(C)(C)C)C(C)(C)C)(C)(C)C. The product is [CH3:19][N:20]1[C:24]([C:2]2[CH:7]=[CH:6][N:5]3[CH:8]=[CH:9][N:10]=[C:4]3[CH:3]=2)=[CH:23][CH:22]=[N:21]1. The yield is 0.700. (3) The reactants are [C:1]1([NH:7][S:8]([C:11]2[CH:12]=[C:13]3[C:17](=[CH:18][CH:19]=2)[NH:16][C:15](=[O:20])[CH2:14]3)(=[O:10])=[O:9])[CH:6]=[CH:5][CH:4]=[CH:3][CH:2]=1.[CH3:21][C:22]1[C:26]([C:27]([N:29]2[CH2:34][CH2:33][N:32]([CH3:35])[CH2:31][CH2:30]2)=[O:28])=[C:25]([CH3:36])[NH:24][C:23]=1[CH:37]=O. No catalyst specified. The product is [C:1]1([NH:7][S:8]([C:11]2[CH:12]=[C:13]3[C:17](=[CH:18][CH:19]=2)[NH:16][C:15](=[O:20])[C:14]3=[CH:37][C:23]2[NH:24][C:25]([CH3:36])=[C:26]([C:27]([N:29]3[CH2:30][CH2:31][N:32]([CH3:35])[CH2:33][CH2:34]3)=[O:28])[C:22]=2[CH3:21])(=[O:10])=[O:9])[CH:2]=[CH:3][CH:4]=[CH:5][CH:6]=1. The yield is 0.240. (4) The reactants are [Br:1][C:2]1[CH:8]=[CH:7][C:5]([NH2:6])=[CH:4][CH:3]=1.N1C=CC=CC=1.[CH3:15][O:16]/[CH:17]=[CH:18]/[C:19](Cl)=[O:20]. The catalyst is C(Cl)Cl. The product is [Br:1][C:2]1[CH:8]=[CH:7][C:5]([NH:6][C:19](=[O:20])/[CH:18]=[CH:17]/[O:16][CH3:15])=[CH:4][CH:3]=1. The yield is 0.960. (5) The product is [Cl:18][C:13]1[CH:12]=[C:11]([CH:16]=[CH:15][C:14]=1[Cl:17])[CH2:10][N:7]([O:8][CH3:9])[C:6]([C:5]1[CH2:22][N:24]([CH2:25][CH2:26][CH2:27][CH2:28][OH:29])[C:3](=[O:21])[C:4]=1[OH:20])=[O:19]. No catalyst specified. The yield is 0.360. The reactants are CO[C:3](=[O:21])[C:4]([OH:20])=[CH:5][C:6](=[O:19])[N:7]([CH2:10][C:11]1[CH:16]=[CH:15][C:14]([Cl:17])=[C:13]([Cl:18])[CH:12]=1)[O:8][CH3:9].[CH2:22]=O.[NH2:24][CH2:25][CH2:26][CH2:27][CH2:28][OH:29]. (6) The reactants are [N+]([C:4]1[CH:9]=[CH:8][CH:7]=[C:6]([N+]([O-])=O)[C:5]=1[CH3:13])([O-])=O.CO[CH:16](OC)[N:17]([CH3:19])[CH3:18]. The catalyst is CN(C=O)C. The product is [CH3:16][N:17]([CH:19]=[CH:13][C:5]1[CH:6]=[CH:7][CH:8]=[CH:9][CH:4]=1)[CH3:18]. The yield is 0.860. (7) The reactants are [C:1]([O:5][C:6](=[O:25])[NH:7][C:8]1[O:9][CH2:10][C:11]([F:24])([F:23])[C@:12]([C:15]2[C:20]([F:21])=[CH:19][CH:18]=[C:17](Br)[N:16]=2)([CH3:14])[N:13]=1)([CH3:4])([CH3:3])[CH3:2].[C:26]([C:28]1[CH:29]=[C:30]([CH3:37])[C:31]([C:34]([NH2:36])=[O:35])=[N:32][CH:33]=1)#[N:27].CC1(C)C2C(=C(P(C3C=CC=CC=3)C3C=CC=CC=3)C=CC=2)OC2C(P(C3C=CC=CC=3)C3C=CC=CC=3)=CC=CC1=2.C(=O)([O-])[O-].[Cs+].[Cs+]. The catalyst is O1CCOCC1.C(OCC)(=O)C.C(=O)(O)[O-].C1C=CC(/C=C/C(/C=C/C2C=CC=CC=2)=O)=CC=1.C1C=CC(/C=C/C(/C=C/C2C=CC=CC=2)=O)=CC=1.C1C=CC(/C=C/C(/C=C/C2C=CC=CC=2)=O)=CC=1.[Pd].[Pd]. The product is [C:1]([O:5][C:6](=[O:25])[NH:7][C:8]1[O:9][CH2:10][C:11]([F:24])([F:23])[C@:12]([C:15]2[C:20]([F:21])=[CH:19][CH:18]=[C:17]([NH:36][C:34]([C:31]3[C:30]([CH3:37])=[CH:29][C:28]([C:26]#[N:27])=[CH:33][N:32]=3)=[O:35])[N:16]=2)([CH3:14])[N:13]=1)([CH3:4])([CH3:3])[CH3:2]. The yield is 0.380. (8) The reactants are [CH3:1][O:2][C:3]1[CH:38]=[CH:37][C:6]([CH2:7][N:8]2[C:12]3=[N:13][CH:14]=[CH:15][C:16]([O:17][C:18]4[CH:26]=[CH:25][C:21]([C:22](O)=[O:23])=[CH:20][CH:19]=4)=[C:11]3[C:10]([NH:27][C@@H:28]3[CH2:32][CH2:31][N:30]([C:33](=[O:36])[CH2:34][CH3:35])[CH2:29]3)=[N:9]2)=[CH:5][CH:4]=1.[CH3:39][C:40]1[S:44][C:43]([NH2:45])=[N:42][CH:41]=1. No catalyst specified. The product is [CH3:1][O:2][C:3]1[CH:4]=[CH:5][C:6]([CH2:7][N:8]2[C:12]3=[N:13][CH:14]=[CH:15][C:16]([O:17][C:18]4[CH:19]=[CH:20][C:21]([C:22]([NH:45][C:43]5[S:44][C:40]([CH3:39])=[CH:41][N:42]=5)=[O:23])=[CH:25][CH:26]=4)=[C:11]3[C:10]([NH:27][C@@H:28]3[CH2:32][CH2:31][N:30]([C:33](=[O:36])[CH2:34][CH3:35])[CH2:29]3)=[N:9]2)=[CH:37][CH:38]=1. The yield is 0.680.